From a dataset of Full USPTO retrosynthesis dataset with 1.9M reactions from patents (1976-2016). Predict the reactants needed to synthesize the given product. (1) Given the product [C:6]([NH:9][C:14]1[C:13]([F:18])=[CH:12][C:11]([Cl:10])=[CH:16][N:15]=1)(=[O:8])[CH3:7], predict the reactants needed to synthesize it. The reactants are: CN(C=O)C.[C:6]([NH2:9])(=[O:8])[CH3:7].[Cl:10][C:11]1[CH:12]=[C:13]([F:18])[C:14](F)=[N:15][CH:16]=1.Cl. (2) Given the product [C:1]([C:5]1[NH:6][C:7]([C:16]2[CH:21]=[CH:20][N:19]=[C:18]([F:22])[CH:17]=2)=[C:8]([C:10]2[CH:15]=[CH:14][CH:13]=[CH:12][N:11]=2)[N:9]=1)([CH3:4])([CH3:2])[CH3:3], predict the reactants needed to synthesize it. The reactants are: [C:1]([C:5]1[N:6](O)[C:7]([C:16]2[CH:21]=[CH:20][N:19]=[C:18]([F:22])[CH:17]=2)=[C:8]([C:10]2[CH:15]=[CH:14][CH:13]=[CH:12][N:11]=2)[N:9]=1)([CH3:4])([CH3:3])[CH3:2].P(OCC)(OCC)OCC.[OH-].[Na+]. (3) Given the product [Cl:13][C:10]1[CH:11]=[CH:12][C:7]([C:4]2[N:3]=[C:2]([N:14]3[CH:18]=[CH:17][CH:16]=[CH:15]3)[S:6][N:5]=2)=[CH:8][CH:9]=1, predict the reactants needed to synthesize it. The reactants are: Cl[C:2]1[S:6][N:5]=[C:4]([C:7]2[CH:12]=[CH:11][C:10]([Cl:13])=[CH:9][CH:8]=2)[N:3]=1.[NH:14]1[CH:18]=[CH:17][CH:16]=[CH:15]1.[H-].[Na+].O. (4) The reactants are: [CH2:1]([O:8][C:9]1[CH:10]=[C:11]([CH:13]=[CH:14][CH:15]=1)[NH2:12])[C:2]1[CH:7]=[CH:6][CH:5]=[CH:4][CH:3]=1.[CH3:16][C:17]1([CH3:25])[O:24][C:22](=[O:23])[CH2:21][C:19](=[O:20])[O:18]1.[CH:26]([O-])([O-])OCC. Given the product [CH2:1]([O:8][C:9]1[CH:10]=[C:11](/[N:12]=[CH:26]/[CH:21]2[C:22](=[O:23])[O:24][C:17]([CH3:25])([CH3:16])[O:18][C:19]2=[O:20])[CH:13]=[CH:14][CH:15]=1)[C:2]1[CH:3]=[CH:4][CH:5]=[CH:6][CH:7]=1, predict the reactants needed to synthesize it. (5) The reactants are: C(OC([N:8]([CH2:19][CH2:20][C:21]1([CH2:27][CH2:28][N:29]2[CH2:34][CH2:33][CH:32]([N:35]([C:43]3[CH:48]=[CH:47][C:46]([CH3:49])=[CH:45][N:44]=3)[C:36]([C:38]3[O:39][CH:40]=[CH:41][CH:42]=3)=[O:37])[CH2:31][CH2:30]2)[CH2:26][CH2:25][CH2:24][CH2:23][CH2:22]1)[C:9]([NH2:18])=[N:10]C(OC(C)(C)C)=O)=O)(C)(C)C. Given the product [NH:8]([CH2:19][CH2:20][C:21]1([CH2:27][CH2:28][N:29]2[CH2:34][CH2:33][CH:32]([N:35]([C:43]3[CH:48]=[CH:47][C:46]([CH3:49])=[CH:45][N:44]=3)[C:36]([C:38]3[O:39][CH:40]=[CH:41][CH:42]=3)=[O:37])[CH2:31][CH2:30]2)[CH2:22][CH2:23][CH2:24][CH2:25][CH2:26]1)[C:9]([NH2:18])=[NH:10], predict the reactants needed to synthesize it. (6) Given the product [NH2:17][C:16]1[N:15]=[CH:14][N:13]=[C:12]2[N:8]([C:5]3[CH:4]=[C:3]([NH:28][C:23]([C:19]4[S:18][CH:22]=[CH:21][CH:20]=4)=[O:25])[CH:2]=[CH:7][CH:6]=3)[N:9]=[CH:10][C:11]=12, predict the reactants needed to synthesize it. The reactants are: N[C:2]1[CH:7]=[CH:6][C:5]([N:8]2[C:12]3=[N:13][CH:14]=[N:15][C:16]([NH2:17])=[C:11]3[CH:10]=[N:9]2)=[CH:4][CH:3]=1.[S:18]1[CH:22]=[CH:21][CH:20]=[C:19]1[C:23]([OH:25])=O.Cl.C[N:28](C)CCCN=C=NCC.ON1C2C=CC=CC=2N=N1. (7) Given the product [ClH:40].[CH2:1]([O:8][C:9]1[C:10]([C:33]([O:35][C:36]([CH3:39])([CH3:38])[CH3:37])=[O:34])=[N:11][C:12]([CH2:16][CH:17]2[CH2:18][CH2:19][N:20]([C:23]3[CH:28]=[CH:27][C:26]([OH:29])=[CH:25][CH:24]=3)[CH2:21][CH2:22]2)=[N:13][C:14]=1[CH3:15])[C:2]1[CH:7]=[CH:6][CH:5]=[CH:4][CH:3]=1, predict the reactants needed to synthesize it. The reactants are: [CH2:1]([O:8][C:9]1[C:10]([C:33]([O:35][C:36]([CH3:39])([CH3:38])[CH3:37])=[O:34])=[N:11][C:12]([CH2:16][CH:17]2[CH2:22][CH2:21][N:20]([C:23]3[CH:28]=[CH:27][C:26]([O:29]COC)=[CH:25][CH:24]=3)[CH2:19][CH2:18]2)=[N:13][C:14]=1[CH3:15])[C:2]1[CH:7]=[CH:6][CH:5]=[CH:4][CH:3]=1.[ClH:40].CCCCCC.